Regression/Classification. Given a drug SMILES string, predict its absorption, distribution, metabolism, or excretion properties. Task type varies by dataset: regression for continuous measurements (e.g., permeability, clearance, half-life) or binary classification for categorical outcomes (e.g., BBB penetration, CYP inhibition). Dataset: b3db_classification. From a dataset of Blood-brain barrier permeability classification from the B3DB database. (1) The molecule is CC1(C)CCC(C)(C)c2cc(NC(=O)c3ccc(C(=O)O)cc3)ccc21. The result is 0 (does not penetrate BBB). (2) The molecule is CN(C)C1C(=O)C(C(N)=O)=C(O)C2(O)C(=O)C3=C(O)c4c(O)ccc([N+](=O)[O-])c4CC3CC12. The result is 0 (does not penetrate BBB). (3) The molecule is COc1ccc(-c2noc(CNC(=O)CSCc3ccccc3C)n2)c(OC)c1. The result is 0 (does not penetrate BBB). (4) The compound is O[C@@](CCN1CCCC1)(c1ccccc1)C1CCCCC1. The result is 1 (penetrates BBB). (5) The drug is C#CC1(O)CCC2C3CCc4cc(O)ccc4C3CCC21C. The result is 0 (does not penetrate BBB). (6) The drug is Cc1ccc(O)c([C@@H](CCN(C(C)C)C(C)C)c2ccccc2)c1. The result is 1 (penetrates BBB).